The task is: Predict the reactants needed to synthesize the given product.. This data is from Full USPTO retrosynthesis dataset with 1.9M reactions from patents (1976-2016). Given the product [CH2:16]([OH:17])[CH2:15][CH2:14][CH2:13][CH2:12][CH2:11][CH2:10][CH2:9][CH2:8][CH2:7][CH2:6][CH2:5][CH2:4][CH2:3][CH2:2][CH2:1][OH:18], predict the reactants needed to synthesize it. The reactants are: [C:1]1(=[O:18])[O:17][CH2:16][CH2:15][CH2:14][CH2:13][CH2:12][CH2:11][CH2:10][CH2:9][CH2:8][CH2:7][CH2:6][CH2:5][CH2:4][CH2:3][CH2:2]1.[H-].[Al+3].[Li+].[H-].[H-].[H-].C(C(C(C([O-])=O)O)O)([O-])=O.[Na+].[K+].